From a dataset of NCI-60 drug combinations with 297,098 pairs across 59 cell lines. Regression. Given two drug SMILES strings and cell line genomic features, predict the synergy score measuring deviation from expected non-interaction effect. (1) Drug 1: CC1=C2C(C(=O)C3(C(CC4C(C3C(C(C2(C)C)(CC1OC(=O)C(C(C5=CC=CC=C5)NC(=O)C6=CC=CC=C6)O)O)OC(=O)C7=CC=CC=C7)(CO4)OC(=O)C)O)C)OC(=O)C. Drug 2: CNC(=O)C1=NC=CC(=C1)OC2=CC=C(C=C2)NC(=O)NC3=CC(=C(C=C3)Cl)C(F)(F)F. Cell line: SR. Synergy scores: CSS=47.2, Synergy_ZIP=5.42, Synergy_Bliss=6.76, Synergy_Loewe=-19.8, Synergy_HSA=7.04. (2) Drug 1: COC1=C(C=C2C(=C1)N=CN=C2NC3=CC(=C(C=C3)F)Cl)OCCCN4CCOCC4. Drug 2: C1CN1P(=S)(N2CC2)N3CC3. Cell line: COLO 205. Synergy scores: CSS=37.3, Synergy_ZIP=-3.43, Synergy_Bliss=2.31, Synergy_Loewe=-8.78, Synergy_HSA=4.62. (3) Drug 1: CCC1(CC2CC(C3=C(CCN(C2)C1)C4=CC=CC=C4N3)(C5=C(C=C6C(=C5)C78CCN9C7C(C=CC9)(C(C(C8N6C=O)(C(=O)OC)O)OC(=O)C)CC)OC)C(=O)OC)O.OS(=O)(=O)O. Drug 2: CS(=O)(=O)CCNCC1=CC=C(O1)C2=CC3=C(C=C2)N=CN=C3NC4=CC(=C(C=C4)OCC5=CC(=CC=C5)F)Cl. Cell line: RXF 393. Synergy scores: CSS=9.85, Synergy_ZIP=1.28, Synergy_Bliss=6.66, Synergy_Loewe=-4.22, Synergy_HSA=2.31. (4) Drug 1: CC1=C2C(C(=O)C3(C(CC4C(C3C(C(C2(C)C)(CC1OC(=O)C(C(C5=CC=CC=C5)NC(=O)OC(C)(C)C)O)O)OC(=O)C6=CC=CC=C6)(CO4)OC(=O)C)O)C)O. Drug 2: CC1=C(C(=CC=C1)Cl)NC(=O)C2=CN=C(S2)NC3=CC(=NC(=N3)C)N4CCN(CC4)CCO. Cell line: SF-539. Synergy scores: CSS=3.11, Synergy_ZIP=4.07, Synergy_Bliss=6.22, Synergy_Loewe=2.78, Synergy_HSA=3.63. (5) Drug 1: CC(C1=C(C=CC(=C1Cl)F)Cl)OC2=C(N=CC(=C2)C3=CN(N=C3)C4CCNCC4)N. Drug 2: CC12CCC3C(C1CCC2OP(=O)(O)O)CCC4=C3C=CC(=C4)OC(=O)N(CCCl)CCCl.[Na+]. Cell line: NCIH23. Synergy scores: CSS=-1.78, Synergy_ZIP=-4.76, Synergy_Bliss=-14.0, Synergy_Loewe=-24.3, Synergy_HSA=-13.7. (6) Drug 1: CS(=O)(=O)C1=CC(=C(C=C1)C(=O)NC2=CC(=C(C=C2)Cl)C3=CC=CC=N3)Cl. Drug 2: C1C(C(OC1N2C=NC(=NC2=O)N)CO)O. Cell line: HCT116. Synergy scores: CSS=32.1, Synergy_ZIP=-5.96, Synergy_Bliss=-4.57, Synergy_Loewe=-34.5, Synergy_HSA=-4.20. (7) Drug 1: CC12CCC3C(C1CCC2=O)CC(=C)C4=CC(=O)C=CC34C. Drug 2: CCCS(=O)(=O)NC1=C(C(=C(C=C1)F)C(=O)C2=CNC3=C2C=C(C=N3)C4=CC=C(C=C4)Cl)F. Cell line: NCI-H460. Synergy scores: CSS=18.5, Synergy_ZIP=-2.43, Synergy_Bliss=-6.95, Synergy_Loewe=-14.4, Synergy_HSA=-8.17.